From a dataset of Full USPTO retrosynthesis dataset with 1.9M reactions from patents (1976-2016). Predict the reactants needed to synthesize the given product. The reactants are: ClCl.[CH3:3][C:4]1[CH:12]=[C:11](Cl)[C:10]([S:14]([CH3:17])(=[O:16])=[O:15])=[CH:9][C:5]=1[C:6]([OH:8])=[O:7]. Given the product [CH3:3][C:4]1[CH:12]=[C:11]([S:14]([CH3:10])(=[O:16])=[O:15])[C:10]([S:14]([CH3:17])(=[O:16])=[O:15])=[CH:9][C:5]=1[C:6]([OH:8])=[O:7], predict the reactants needed to synthesize it.